This data is from Catalyst prediction with 721,799 reactions and 888 catalyst types from USPTO. The task is: Predict which catalyst facilitates the given reaction. (1) Reactant: [CH3:1][C:2](OC(/N=N/C(OC(C)(C)C)=O)=O)(C)C.[Cl:17][C:18]1[C:27]2[C:22](=[CH:23][C:24]([O:29][CH3:30])=[C:25]([OH:28])[CH:26]=2)[N:21]=[CH:20][N:19]=1.O[CH:32]1[CH2:37][CH2:36][N:35]([C:38]([O:40][C:41]([CH3:44])(C)C)=[O:39])[CH2:34][CH2:33]1.C1(P(C2C=CC=CC=2)C2C=CC=CC=2)C=CC=CC=1. Product: [Cl:17][C:18]1[C:27]2[C:22](=[CH:23][C:24]([O:29][CH3:30])=[C:25]([O:28][CH:32]3[CH2:33][CH2:34][N:35]([C:38]([O:40][CH2:41][CH2:44][CH2:1][CH3:2])=[O:39])[CH2:36][CH2:37]3)[CH:26]=2)[N:21]=[CH:20][N:19]=1. The catalyst class is: 2. (2) The catalyst class is: 3. Product: [F:12][C:13]1[CH:18]=[CH:17][C:16]([O:19][CH2:2][CH2:3][NH:4][C:5](=[O:11])[O:6][C:7]([CH3:10])([CH3:9])[CH3:8])=[CH:15][CH:14]=1. Reactant: Br[CH2:2][CH2:3][NH:4][C:5](=[O:11])[O:6][C:7]([CH3:10])([CH3:9])[CH3:8].[F:12][C:13]1[CH:18]=[CH:17][C:16]([OH:19])=[CH:15][CH:14]=1.C(=O)([O-])[O-].[K+].[K+]. (3) Reactant: [Cl:1][C:2]1[CH:7]=[CH:6][C:5]([CH:8]([NH2:17])[CH:9]([NH2:16])[CH2:10][CH:11]2[CH2:15][CH2:14][CH2:13][CH2:12]2)=[CH:4][CH:3]=1.Cl.[CH2:19]([O:21][C:22]1[CH:32]=[C:31]([O:33][CH3:34])[CH:30]=[CH:29][C:23]=1[C:24](=N)OCC)[CH3:20].C(N(CC)CC)C. Product: [Cl:1][C:2]1[CH:3]=[CH:4][C:5]([CH:8]2[NH:17][C:24]([C:23]3[CH:29]=[CH:30][C:31]([O:33][CH3:34])=[CH:32][C:22]=3[O:21][CH2:19][CH3:20])=[N:16][CH:9]2[CH2:10][CH:11]2[CH2:12][CH2:13][CH2:14][CH2:15]2)=[CH:6][CH:7]=1. The catalyst class is: 8. (4) Reactant: C([O:8][C:9]1[CH:14]=[CH:13][C:12]([CH2:15][C:16]([CH3:29])([O:22][C:23]2[CH:28]=[CH:27][CH:26]=[CH:25][CH:24]=2)[C:17]([O:19][CH2:20][CH3:21])=[O:18])=[CH:11][CH:10]=1)C1C=CC=CC=1. Product: [OH:8][C:9]1[CH:10]=[CH:11][C:12]([CH2:15][C:16]([CH3:29])([O:22][C:23]2[CH:24]=[CH:25][CH:26]=[CH:27][CH:28]=2)[C:17]([O:19][CH2:20][CH3:21])=[O:18])=[CH:13][CH:14]=1. The catalyst class is: 45. (5) Reactant: C([O:5][C:6](=[O:37])[CH2:7][N:8]1[C:12]2[CH:13]=[CH:14][CH:15]=[CH:16][C:11]=2[N:10]=[C:9]1[S:17][CH2:18][CH2:19][CH2:20][N:21]([C:30]([O:32][CH2:33][CH2:34][CH2:35][CH3:36])=[O:31])[CH2:22][CH2:23][C:24]1[CH:29]=[CH:28][CH:27]=[CH:26][CH:25]=1)(C)(C)C. Product: [CH2:33]([O:32][C:30]([N:21]([CH2:22][CH2:23][C:24]1[CH:29]=[CH:28][CH:27]=[CH:26][CH:25]=1)[CH2:20][CH2:19][CH2:18][S:17][C:9]1[N:8]([CH2:7][C:6]([OH:37])=[O:5])[C:12]2[CH:13]=[CH:14][CH:15]=[CH:16][C:11]=2[N:10]=1)=[O:31])[CH2:34][CH2:35][CH3:36]. The catalyst class is: 631. (6) Reactant: C[O:2][C:3](=[O:12])[C:4]1[CH:9]=[CH:8][C:7]([NH:10][CH3:11])=[CH:6][CH:5]=1.[C:13](Cl)(=[O:17])[CH:14]([CH3:16])[CH3:15].C(N(CC)CC)C. Product: [C:13]([N:10]([C:7]1[CH:8]=[CH:9][C:4]([C:3]([OH:12])=[O:2])=[CH:5][CH:6]=1)[CH3:11])(=[O:17])[CH:14]([CH3:16])[CH3:15]. The catalyst class is: 22. (7) Reactant: [Br:1][C:2]1[CH:11]=[C:10]2[C:5]([CH2:6][CH2:7][CH2:8][C:9]2=[O:12])=[CH:4][CH:3]=1.[I-].[Na+].[H-].[Na+].[I-].Cl[CH2:19][CH2:20][S+](C)C. Product: [Br:1][C:2]1[CH:11]=[C:10]2[C:5]([CH2:6][CH2:7][C:8]3([CH2:20][CH2:19]3)[C:9]2=[O:12])=[CH:4][CH:3]=1. The catalyst class is: 371. (8) Reactant: [I:1][C:2]1[C:10]2[C:9]([O:11][CH2:12][CH:13]([CH3:15])[CH3:14])=[N:8][CH:7]=[N:6][C:5]=2[NH:4][CH:3]=1.[C:16](O[C:16]([O:18][C:19]([CH3:22])([CH3:21])[CH3:20])=[O:17])([O:18][C:19]([CH3:22])([CH3:21])[CH3:20])=[O:17]. Product: [I:1][C:2]1[C:10]2[C:9]([O:11][CH2:12][CH:13]([CH3:15])[CH3:14])=[N:8][CH:7]=[N:6][C:5]=2[N:4]([C:16]([O:18][C:19]([CH3:22])([CH3:21])[CH3:20])=[O:17])[CH:3]=1. The catalyst class is: 79.